Predict the reactants needed to synthesize the given product. From a dataset of Full USPTO retrosynthesis dataset with 1.9M reactions from patents (1976-2016). (1) Given the product [C:23]([O:27][C:28](=[O:39])[NH:29][C:30]1[CH:35]=[C:34]([CH:36]=[O:37])[CH:33]=[C:32]([CH3:38])[N:31]=1)([CH3:26])([CH3:25])[CH3:24], predict the reactants needed to synthesize it. The reactants are: CC(OI1(OC(C)=O)(OC(C)=O)OC(=O)C2C=CC=CC1=2)=O.[C:23]([O:27][C:28](=[O:39])[NH:29][C:30]1[CH:35]=[C:34]([CH2:36][OH:37])[CH:33]=[C:32]([CH3:38])[N:31]=1)([CH3:26])([CH3:25])[CH3:24].O. (2) Given the product [CH3:5][CH2:4][N:3]([CH2:6][CH2:7][NH:8][C:9]([C:11]1[CH:16]=[CH:15][C:14]([NH2:17])=[CH:13][CH:12]=1)=[O:10])[CH2:2][CH3:1], predict the reactants needed to synthesize it. The reactants are: [CH3:1][CH2:2][N:3]([CH2:6][CH2:7][NH:8][C:9]([C:11]1[CH:12]=[CH:13][C:14]([NH2:17])=[CH:15][CH:16]=1)=[O:10])[CH2:4][CH3:5].Cl.C([O-])([O-])=O.[Na+].[Na+].